Predict the reactants needed to synthesize the given product. From a dataset of Full USPTO retrosynthesis dataset with 1.9M reactions from patents (1976-2016). Given the product [S:1]1[CH:5]=[CH:4][CH:3]=[C:2]1[S:6]([NH:9][C:10]1[CH:11]=[C:12]([O:22][C:23]([F:25])([F:26])[F:24])[CH:13]=[C:14]2[C:18]=1[NH:17][C:16]([C:19]([NH2:29])=[O:21])=[CH:15]2)(=[O:7])=[O:8], predict the reactants needed to synthesize it. The reactants are: [S:1]1[CH:5]=[CH:4][CH:3]=[C:2]1[S:6]([NH:9][C:10]1[CH:11]=[C:12]([O:22][C:23]([F:26])([F:25])[F:24])[CH:13]=[C:14]2[C:18]=1[NH:17][C:16]([C:19]([OH:21])=O)=[CH:15]2)(=[O:8])=[O:7].Cl.C[N:29](C)CCCN=C=NCC.CN(C)C=O.